From a dataset of Experimentally validated miRNA-target interactions with 360,000+ pairs, plus equal number of negative samples. Binary Classification. Given a miRNA mature sequence and a target amino acid sequence, predict their likelihood of interaction. (1) The miRNA is hsa-miR-511-5p with sequence GUGUCUUUUGCUCUGCAGUCA. The protein sequence of the target gene is MADLSFIEDTVAFPEKEEDEEEEEEGVEWGYEEGVEWGLVFPDANGEYQSPINLNSREARYDPSLLDVRLSPNYVVCRDCEVTNDGHTIQVILKSKSVLSGGPLPQGHEFELYEVRFHWGRENQRGSEHTVNFKAFPMELHLIHWNSTLFGSIDEAVGKPHGIAIIALFVQIGKEHVGLKAVTEILQDIQYKGKSKTIPCFNPNTLLPDPLLRDYWVYEGSLTIPPCSEGVTWILFRYPLTISQLQIEEFRRLRTHVKGAELVEGCDGILGDNFRPTQPLSDRVIRAAFQ. Result: 1 (interaction). (2) The miRNA is mmu-miR-5136 with sequence AUAUGCGAGGGAACUACUGG. The protein sequence of the target gene is MQGPPLLTAAHLLCVCTAALAVAPGPRFLVTAPGIIRPGGNVTIGVELLEHCPSQVTVKAELLKTASNLTVSVLEAEGVFEKGSFKTLTLPSLPLNSADEIYELRVTGRTQDEILFSNSTRLSFETKRISVFIQTDKALYKPKQEVKFRIVTLFSDFKPYKTSLNILIKDPKSNLIQQWLSQQSDLGVISKTFQLSSHPILGDWSIQVQVNDQTYYQSFQVSEYVLPKFEVTLQTPLYCSMNSKHLNGTITAKYTYGKPVKGDVTLTFLPLSFWGKKKNITKTFKINGSANFSFNDEEMK.... Result: 0 (no interaction). (3) The miRNA is hsa-miR-6724-5p with sequence CUGGGCCCGCGGCGGGCGUGGGG. The protein sequence of the target gene is MLGCGIPALGLLLLLQGSADGNGIQGFFYPWSCEGDIWDRESCGGQAAIDSPNLCLRLRCCYRNGVCYHQRPDENVRRKHMWALVWTCSGLLLLSCSICLFWWAKRRDVLHMPGFLAGPCDMSKSVSLLSKHRGTKKTPSTGSVPVALSKESRDVEGGTEGEGTEEGEETEGEEEED. Result: 0 (no interaction).